From a dataset of NCI-60 drug combinations with 297,098 pairs across 59 cell lines. Regression. Given two drug SMILES strings and cell line genomic features, predict the synergy score measuring deviation from expected non-interaction effect. (1) Drug 1: C1CNP(=O)(OC1)N(CCCl)CCCl. Drug 2: CCC1(C2=C(COC1=O)C(=O)N3CC4=CC5=C(C=CC(=C5CN(C)C)O)N=C4C3=C2)O.Cl. Cell line: HS 578T. Synergy scores: CSS=-16.0, Synergy_ZIP=1.24, Synergy_Bliss=-13.9, Synergy_Loewe=-5.74, Synergy_HSA=-21.4. (2) Drug 1: CN(CCCl)CCCl.Cl. Drug 2: CC1=C(C(=O)C2=C(C1=O)N3CC4C(C3(C2COC(=O)N)OC)N4)N. Cell line: A498. Synergy scores: CSS=8.28, Synergy_ZIP=-10.2, Synergy_Bliss=-13.9, Synergy_Loewe=-40.3, Synergy_HSA=-11.4. (3) Drug 1: C#CCC(CC1=CN=C2C(=N1)C(=NC(=N2)N)N)C3=CC=C(C=C3)C(=O)NC(CCC(=O)O)C(=O)O. Drug 2: COC1=C2C(=CC3=C1OC=C3)C=CC(=O)O2. Cell line: MDA-MB-435. Synergy scores: CSS=-8.58, Synergy_ZIP=5.67, Synergy_Bliss=1.50, Synergy_Loewe=-8.10, Synergy_HSA=-8.17. (4) Drug 1: CC(C1=C(C=CC(=C1Cl)F)Cl)OC2=C(N=CC(=C2)C3=CN(N=C3)C4CCNCC4)N. Drug 2: C1=C(C(=O)NC(=O)N1)N(CCCl)CCCl. Cell line: MDA-MB-231. Synergy scores: CSS=23.4, Synergy_ZIP=-1.48, Synergy_Bliss=0.0858, Synergy_Loewe=1.98, Synergy_HSA=2.43. (5) Drug 1: CCC1=CC2CC(C3=C(CN(C2)C1)C4=CC=CC=C4N3)(C5=C(C=C6C(=C5)C78CCN9C7C(C=CC9)(C(C(C8N6C)(C(=O)OC)O)OC(=O)C)CC)OC)C(=O)OC.C(C(C(=O)O)O)(C(=O)O)O. Drug 2: CC(C)(C#N)C1=CC(=CC(=C1)CN2C=NC=N2)C(C)(C)C#N. Cell line: SW-620. Synergy scores: CSS=55.5, Synergy_ZIP=0.322, Synergy_Bliss=-0.435, Synergy_Loewe=-8.04, Synergy_HSA=-0.661. (6) Drug 1: CC1=C(C=C(C=C1)NC2=NC=CC(=N2)N(C)C3=CC4=NN(C(=C4C=C3)C)C)S(=O)(=O)N.Cl. Drug 2: CS(=O)(=O)C1=CC(=C(C=C1)C(=O)NC2=CC(=C(C=C2)Cl)C3=CC=CC=N3)Cl. Cell line: 786-0. Synergy scores: CSS=6.68, Synergy_ZIP=0.369, Synergy_Bliss=3.79, Synergy_Loewe=0.401, Synergy_HSA=4.04.